Task: Regression/Classification. Given an antibody's heavy chain and light chain sequences, predict its developability. TAP uses regression for 5 developability metrics; SAbDab uses binary classification.. Dataset: Antibody developability classification from SAbDab with 2,409 antibodies (1) Result: 0 (not developable). The antibody is ['EVQLQESGPGLVKPSETLSLTCAVSGYSISSGYYWGWIRQPPGKGLEWIGSIYHSGSTYYNPSLKSRVTISVDTSKNQFSLKLSSVTAADTAVYYCAGLTQSSHNDANWGQGTLTTVSS', 'ESVLTQPPSVSAAPGQKVTISCSGSSSNIGNNYVSWYQQLPGTAPKLLIYDNNKRPSGIPDRFSGSKSGTSATLGITGLQTGDEADYYCGTWDSSLNPVFGGGTKLEIK']. (2) The antibody is ['VQLVQSGAEVKRPGSSVTVSCKASGGSFSTYALSWVRQAPGRGLEWMGGVIPLLTITNYAPRFQGRITITADRSTSTAYLELNSLRPEDTAVYYCAREGTTGDGDLGKPIGAFAHWGQGTLVTVSS', 'EIVLTQSPGTQSLSPGERATLSCRASQSVGNNKLAWYQQRPGQAPRLLIYGASSRPSGVADRFSGSGSGTDFTLTISRLEPEDFAVYYCQQYGQSLSTFGQGTKVEVK']. Result: 0 (not developable). (3) The antibody is ['QVQLQQSGGGSVKPGGSLKLSCSASGFSLSTYAMSWVRQTPEKRLEWVASMSSGGSLYYPDTVKGRFTISRDTVKNIVYLQMSSLRSEDTAMYYCVRGGYGTSYWGQGTTVTVSS', 'DVLLTQTPLSLPVSLGEQASISCRSSQSIVHSIGDTYLEWYLQKPGQSPKLLIYKVSNRFSGVPDRFSGSGSGTDFTLKISRVEAEDLGIYYCFQGSHFPYTFGGGTKLEIK']. Result: 0 (not developable). (4) The antibody is ['QVQLQESGPGLVKTSETLSLTCTVSGGSIKNKDFFWAWIRQPPGKALEWIGSVFYSGGAYYNWSLRNRVTMSADTSKNQFSLKMTSVTASDTSFYYCATSYVDNWHAGLHWFDSWGRGTLVTVSG', 'QSVLTQPPSVSGAPGQRVSISCTGTHSNIGAGFDVHWYQQLPGTAPKLLIYANNNRPSGVPDRFSGSKSGSSASLAITGLQAEDEADYYCQSFDSILSGDLVFGGGTKLTVL']. Result: 0 (not developable). (5) Result: 1 (developable). The antibody is ['EVQLVESGGGLVQPGGSLRLSCAASGFNIKDTYIHWVRKAPGKGLEWVARIYPTNGYTRYADSVKGRFTISADTSKNTAYLQMNSLRAEDTAVYYCSRWGGDGFYAMDYWGQGTLVTVSS', 'DIQMTQSPSSLSASVGDRVTITCRASQDVNTAVAWYQEKPGKAPKLLIYSASFLESGVPSRFSGSRSGTDFTLTISSLQPEDFATYYCQQHYTTPPTFGQGTKVEIK'].